From a dataset of NCI-60 drug combinations with 297,098 pairs across 59 cell lines. Regression. Given two drug SMILES strings and cell line genomic features, predict the synergy score measuring deviation from expected non-interaction effect. (1) Drug 1: CCCS(=O)(=O)NC1=C(C(=C(C=C1)F)C(=O)C2=CNC3=C2C=C(C=N3)C4=CC=C(C=C4)Cl)F. Drug 2: CC(CN1CC(=O)NC(=O)C1)N2CC(=O)NC(=O)C2. Cell line: BT-549. Synergy scores: CSS=10.5, Synergy_ZIP=-1.65, Synergy_Bliss=5.70, Synergy_Loewe=3.23, Synergy_HSA=3.56. (2) Drug 1: CN1CCC(CC1)COC2=C(C=C3C(=C2)N=CN=C3NC4=C(C=C(C=C4)Br)F)OC. Drug 2: CCCCCOC(=O)NC1=NC(=O)N(C=C1F)C2C(C(C(O2)C)O)O. Cell line: SR. Synergy scores: CSS=4.45, Synergy_ZIP=0.211, Synergy_Bliss=3.66, Synergy_Loewe=2.19, Synergy_HSA=1.59. (3) Drug 1: C1CCN(CC1)CCOC2=CC=C(C=C2)C(=O)C3=C(SC4=C3C=CC(=C4)O)C5=CC=C(C=C5)O. Drug 2: CS(=O)(=O)CCNCC1=CC=C(O1)C2=CC3=C(C=C2)N=CN=C3NC4=CC(=C(C=C4)OCC5=CC(=CC=C5)F)Cl. Cell line: PC-3. Synergy scores: CSS=5.11, Synergy_ZIP=-1.05, Synergy_Bliss=-0.684, Synergy_Loewe=2.13, Synergy_HSA=-2.26.